From a dataset of Peptide-MHC class I binding affinity with 185,985 pairs from IEDB/IMGT. Regression. Given a peptide amino acid sequence and an MHC pseudo amino acid sequence, predict their binding affinity value. This is MHC class I binding data. (1) The peptide sequence is RPEFVKLTM. The MHC is HLA-A23:01 with pseudo-sequence HLA-A23:01. The binding affinity (normalized) is 0.213. (2) The peptide sequence is WAIQCYTGV. The MHC is HLA-A30:01 with pseudo-sequence HLA-A30:01. The binding affinity (normalized) is 0.213. (3) The peptide sequence is APAKKAAAK. The MHC is HLA-A02:11 with pseudo-sequence HLA-A02:11. The binding affinity (normalized) is 0.0847. (4) The peptide sequence is AMSCDFNGGK. The MHC is HLA-A68:01 with pseudo-sequence HLA-A68:01. The binding affinity (normalized) is 0.0581. (5) The peptide sequence is AEHTGREI. The MHC is H-2-Kk with pseudo-sequence H-2-Kk. The binding affinity (normalized) is 0.368. (6) The peptide sequence is TTILGLLPM. The MHC is HLA-A29:02 with pseudo-sequence HLA-A29:02. The binding affinity (normalized) is 0.744. (7) The MHC is HLA-A01:01 with pseudo-sequence HLA-A01:01. The binding affinity (normalized) is 0.375. The peptide sequence is RTSWAFCEA. (8) The peptide sequence is SLPPNFWSSL. The MHC is HLA-B08:02 with pseudo-sequence HLA-B08:02. The binding affinity (normalized) is 0.0847.